From a dataset of Aqueous solubility values for 9,982 compounds from the AqSolDB database. Regression/Classification. Given a drug SMILES string, predict its absorption, distribution, metabolism, or excretion properties. Task type varies by dataset: regression for continuous measurements (e.g., permeability, clearance, half-life) or binary classification for categorical outcomes (e.g., BBB penetration, CYP inhibition). For this dataset (solubility_aqsoldb), we predict Y. (1) The drug is CCOC1=CC(=O)CC(C)C12Oc1c(Cl)c(OCC)cc(OC)c1C2=O. The Y is -4.70 log mol/L. (2) The drug is CO[C@H]1C[C@H](OC2/C(C)=C/C[C@@H]3C[C@@H](C[C@]4(C=C[C@H](C)[C@@H](C5CCCCC5)O4)O3)OC(=O)[C@@H]3C=C(C)[C@@H](O)[C@H]4OC/C(=C\C=C\[C@@H]2C)[C@@]34O)O[C@@H](C)C1O[C@H]1C[C@H](OC)[C@@H](O)[C@H](C)O1. The Y is -7.56 log mol/L. (3) The drug is Cc1c(F)c(F)c(COC(=O)C2C(/C=C(\Cl)C(F)(F)F)C2(C)C)c(F)c1F. The Y is -7.32 log mol/L. (4) The molecule is CCC(C)OP(=S)([S-])OC(C)CC(C)C.CCC(C)OP(=S)([S-])OC(C)CC(C)C.[Zn+2]. The Y is -2.99 log mol/L. (5) The compound is Clc1cc(Cl)cc(-c2cc(Cl)c(Cl)cc2Cl)c1. The Y is -7.47 log mol/L.